This data is from Forward reaction prediction with 1.9M reactions from USPTO patents (1976-2016). The task is: Predict the product of the given reaction. (1) Given the reactants Br[C:2]1[CH2:6][CH2:5][O:4][N:3]=1.COC(=O)[C:10]1[CH:15]=[CH:14][CH:13]=[C:12]([OH:16])[CH:11]=1, predict the reaction product. The product is: [O:16]([C:2]1[CH2:6][CH2:5][O:4][N:3]=1)[C:12]1[CH:13]=[CH:14][CH:15]=[CH:10][CH:11]=1. (2) Given the reactants [C:1]([Cl:6])(=O)[C:2](Cl)=[O:3].[OH:7][C:8]12[C:26]3[C:21](=[CH:22][CH:23]=[CH:24][CH:25]=3)C(=O)C1(O)[C:10]1[C:15]([O:16]2)=[CH:14][C:13]([CH:17]([CH3:19])[CH3:18])=[CH:12][CH:11]=1, predict the reaction product. The product is: [Cl:6][C:1]12[C:2](=[O:3])[C:21]3[C:26](=[CH:25][CH:24]=[CH:23][CH:22]=3)[C:8]1([OH:7])[O:16][C:15]1[C:10]2=[CH:11][CH:12]=[C:13]([CH:17]([CH3:19])[CH3:18])[CH:14]=1. (3) Given the reactants [C:1]([O:5][C:6](=[O:31])[CH2:7][O:8][C:9]1[C:14]2[CH2:15][CH2:16][CH2:17][CH2:18][CH:19]([NH:20][S:21]([C:24]3[CH:29]=[CH:28][C:27](I)=[CH:26][CH:25]=3)(=[O:23])=[O:22])[C:13]=2[CH:12]=[CH:11][CH:10]=1)([CH3:4])([CH3:3])[CH3:2].[C:32]([C:36]1[CH:37]=[C:38](B(O)O)[CH:39]=[C:40]([CH3:42])[CH:41]=1)([CH3:35])([CH3:34])[CH3:33].C([O-])([O-])=O.[K+].[K+], predict the reaction product. The product is: [C:1]([O:5][C:6](=[O:31])[CH2:7][O:8][C:9]1[C:14]2[CH2:15][CH2:16][CH2:17][CH2:18][CH:19]([NH:20][S:21]([C:24]3[CH:29]=[CH:28][C:27]([C:38]4[CH:39]=[C:40]([CH3:42])[CH:41]=[C:36]([C:32]([CH3:35])([CH3:34])[CH3:33])[CH:37]=4)=[CH:26][CH:25]=3)(=[O:23])=[O:22])[C:13]=2[CH:12]=[CH:11][CH:10]=1)([CH3:4])([CH3:3])[CH3:2]. (4) Given the reactants Br[C:2]1[C:3]([NH2:9])=[N:4][C:5]([Cl:8])=[CH:6][N:7]=1.[O-:10][CH2:11][CH3:12].[Na+], predict the reaction product. The product is: [Cl:8][C:5]1[N:4]=[C:3]([NH2:9])[C:2]([O:10][CH2:11][CH3:12])=[N:7][CH:6]=1. (5) Given the reactants [CH3:1][O:2][C:3](=[O:23])[CH:4]([C:10]1[CH:15]=[CH:14][C:13]([NH2:16])=[C:12]([O:17][CH2:18][C:19]([F:22])([F:21])[F:20])[CH:11]=1)[CH2:5][CH:6]1[CH2:9][CH2:8][CH2:7]1.[Br:24]N1C(=O)CCC1=O.O.C(Cl)Cl, predict the reaction product. The product is: [CH3:1][O:2][C:3](=[O:23])[CH:4]([C:10]1[CH:11]=[C:12]([O:17][CH2:18][C:19]([F:22])([F:21])[F:20])[C:13]([NH2:16])=[C:14]([Br:24])[CH:15]=1)[CH2:5][CH:6]1[CH2:7][CH2:8][CH2:9]1.